Dataset: Full USPTO retrosynthesis dataset with 1.9M reactions from patents (1976-2016). Task: Predict the reactants needed to synthesize the given product. (1) Given the product [C:3]([C:11]1[CH:19]=[CH:18][C:14]([C:15]([NH:1][NH2:2])=[O:16])=[CH:13][CH:12]=1)(=[O:10])[C:4]1[CH:9]=[CH:8][CH:7]=[CH:6][CH:5]=1, predict the reactants needed to synthesize it. The reactants are: [NH2:1][NH2:2].[C:3]([C:11]1[CH:19]=[CH:18][C:14]([C:15](Cl)=[O:16])=[CH:13][CH:12]=1)(=[O:10])[C:4]1[CH:9]=[CH:8][CH:7]=[CH:6][CH:5]=1.CC(N(C(C)C)CC)C. (2) Given the product [Cl:25][CH2:24][CH2:23][CH2:22][CH2:21][CH2:20][CH2:19][C:18]#[C:17][C:15]#[C:14][CH2:13][CH2:12][O:11][CH2:10][O:9][CH3:8], predict the reactants needed to synthesize it. The reactants are: C(N)CCC.[BH4-].[Na+].[CH3:8][O:9][CH2:10][O:11][CH2:12][CH2:13][C:14]#[CH:15].Br[C:17]#[C:18][CH2:19][CH2:20][CH2:21][CH2:22][CH2:23][CH2:24][Cl:25]. (3) Given the product [OH:6][C:7]1[CH:16]=[CH:15][C:14]([CH3:17])=[C:13]2[C:8]=1[CH2:9][CH2:10][C:11](=[O:18])[NH:12]2, predict the reactants needed to synthesize it. The reactants are: B(Br)(Br)Br.C[O:6][C:7]1[CH:16]=[CH:15][C:14]([CH3:17])=[C:13]2[C:8]=1[CH2:9][CH2:10][C:11](=[O:18])[NH:12]2. (4) Given the product [C:26]1([Si:19]([C:13]2[CH:14]=[CH:15][CH:16]=[CH:17][CH:18]=2)([C:20]2[CH:25]=[CH:24][CH:23]=[CH:22][CH:21]=2)[O:1][CH2:2][CH2:3][CH2:4][N:5]2[CH:12]=[CH:11][C:9](=[O:10])[NH:8][C:6]2=[O:7])[CH:27]=[CH:28][CH:29]=[CH:30][CH:31]=1, predict the reactants needed to synthesize it. The reactants are: [OH:1][CH2:2][CH2:3][CH2:4][N:5]1[CH:12]=[CH:11][C:9](=[O:10])[NH:8][C:6]1=[O:7].[C:13]1([Si:19](Cl)([C:26]2[CH:31]=[CH:30][CH:29]=[CH:28][CH:27]=2)[C:20]2[CH:25]=[CH:24][CH:23]=[CH:22][CH:21]=2)[CH:18]=[CH:17][CH:16]=[CH:15][CH:14]=1. (5) Given the product [CH3:1][O:2][C:3]([C@@H:5]1[CH2:9][C:8](=[O:10])[N:7]([C:11]2[CH:12]=[CH:13][C:14]([O:17][CH2:21][C:20]3[C:19]([F:18])=[CH:26][C:25]([F:27])=[CH:24][C:23]=3[F:28])=[CH:15][CH:16]=2)[CH2:6]1)=[O:4], predict the reactants needed to synthesize it. The reactants are: [CH3:1][O:2][C:3]([C@@H:5]1[CH2:9][C:8](=[O:10])[N:7]([C:11]2[CH:16]=[CH:15][C:14]([OH:17])=[CH:13][CH:12]=2)[CH2:6]1)=[O:4].[F:18][C:19]1[CH:26]=[C:25]([F:27])[CH:24]=[C:23]([F:28])[C:20]=1[CH2:21]O.